From a dataset of Full USPTO retrosynthesis dataset with 1.9M reactions from patents (1976-2016). Predict the reactants needed to synthesize the given product. (1) Given the product [Cl:1][C:2]1[C:7]([Cl:8])=[CH:6][CH:5]=[CH:4][C:3]=1[C:31]#[C:30][CH2:29][OH:32], predict the reactants needed to synthesize it. The reactants are: [Cl:1][C:2]1[C:7]([Cl:8])=[CH:6][CH:5]=[CH:4][C:3]=1I.C1(P(C2C=CC=CC=2)C2C=CC=CC=2)C=CC=CC=1.[CH2:29]([OH:32])[C:30]#[CH:31].C(N(C(C)C)CC)(C)C. (2) Given the product [F:26][C:27]([F:29])([F:28])[CH:6]([C:5]1[S:1][CH:2]=[N:3][CH:4]=1)[OH:7], predict the reactants needed to synthesize it. The reactants are: [S:1]1[C:5]([CH:6]=[O:7])=[CH:4][N:3]=[CH:2]1.[F-].C([N+](CCCC)(CCCC)CCCC)CCC.[F:26][C:27]([Si](C)(C)C)([F:29])[F:28].